This data is from Reaction yield outcomes from USPTO patents with 853,638 reactions. The task is: Predict the reaction yield, written as a fraction of the theoretical maximum amount of product (1.0 means a 100% yield; for example, 0.34 means a 34% yield). (1) The reactants are Cl[C:2]1[N:7]=[C:6]([NH:8][C:9]2[N:14]=[CH:13][C:12]3[N:15]=[C:16]([CH3:21])[N:17]([CH:18]([CH3:20])[CH3:19])[C:11]=3[CH:10]=2)[CH:5]=[CH:4][N:3]=1.[CH3:22][C:23]1[C:27](B(O)O)=[C:26]([CH3:31])[NH:25][N:24]=1.ClCCl.C(=O)([O-])[O-].[Na+].[Na+]. The catalyst is C(OCC)(=O)C.C1C=CC(P(C2C=CC=CC=2)[C-]2C=CC=C2)=CC=1.C1C=CC(P(C2C=CC=CC=2)[C-]2C=CC=C2)=CC=1.Cl[Pd]Cl.[Fe+2].O1CCOCC1. The product is [CH3:22][C:23]1[C:27]([C:2]2[N:7]=[C:6]([NH:8][C:9]3[N:14]=[CH:13][C:12]4[N:15]=[C:16]([CH3:21])[N:17]([CH:18]([CH3:20])[CH3:19])[C:11]=4[CH:10]=3)[CH:5]=[CH:4][N:3]=2)=[C:26]([CH3:31])[NH:25][N:24]=1. The yield is 0.190. (2) The reactants are [NH2:1][C:2]1[CH:16]=[CH:15][C:5]([C:6]([N:8]([CH2:10][CH2:11][N:12]([CH3:14])[CH3:13])[CH3:9])=[O:7])=[CH:4][CH:3]=1.[Br:17][C:18]1[CH:23]=[CH:22][C:21]([N:24]=[C:25]=[O:26])=[CH:20][CH:19]=1. The catalyst is C(Cl)Cl. The product is [Br:17][C:18]1[CH:23]=[CH:22][C:21]([NH:24][C:25](=[O:26])[NH:1][C:2]2[CH:16]=[CH:15][C:5]([C:6]([N:8]([CH2:10][CH2:11][N:12]([CH3:13])[CH3:14])[CH3:9])=[O:7])=[CH:4][CH:3]=2)=[CH:20][CH:19]=1. The yield is 0.670. (3) The reactants are [O:1]1[CH2:6][CH2:5][N:4]([S:7]([C:10]2[CH:15]=[CH:14][CH:13]=[CH:12][C:11]=2B(O)O)(=[O:9])=[O:8])[CH2:3][CH2:2]1.Br[C:20]1[CH:21]=[C:22]([CH:24]=[CH:25][CH:26]=1)[NH2:23].C([O-])([O-])=O.[Na+].[Na+]. The catalyst is COCCOC.C1C=CC([P]([Pd]([P](C2C=CC=CC=2)(C2C=CC=CC=2)C2C=CC=CC=2)([P](C2C=CC=CC=2)(C2C=CC=CC=2)C2C=CC=CC=2)[P](C2C=CC=CC=2)(C2C=CC=CC=2)C2C=CC=CC=2)(C2C=CC=CC=2)C2C=CC=CC=2)=CC=1. The product is [N:4]1([S:7]([C:10]2[CH:15]=[CH:14][CH:13]=[CH:12][C:11]=2[C:20]2[CH:26]=[CH:25][CH:24]=[C:22]([NH2:23])[CH:21]=2)(=[O:9])=[O:8])[CH2:5][CH2:6][O:1][CH2:2][CH2:3]1. The yield is 0.770. (4) The reactants are [CH2:1]([O:8][C:9]1[CH:17]=[CH:16][C:12]([C:13]([OH:15])=O)=[CH:11][C:10]=1[C:18]([NH:20][C:21]1[CH:26]=[C:25]([C:27]([F:30])([F:29])[F:28])[CH:24]=[C:23]([C:31]([F:34])([F:33])[F:32])[CH:22]=1)=[O:19])[C:2]1[CH:7]=[CH:6][CH:5]=[CH:4][CH:3]=1.[NH:35]1[CH2:40][CH2:39][CH2:38][CH2:37][CH2:36]1. No catalyst specified. The product is [CH2:1]([O:8][C:9]1[CH:17]=[CH:16][C:12]([C:13]([N:35]2[CH2:40][CH2:39][CH2:38][CH2:37][CH2:36]2)=[O:15])=[CH:11][C:10]=1[C:18]([NH:20][C:21]1[CH:22]=[C:23]([C:31]([F:34])([F:33])[F:32])[CH:24]=[C:25]([C:27]([F:30])([F:28])[F:29])[CH:26]=1)=[O:19])[C:2]1[CH:7]=[CH:6][CH:5]=[CH:4][CH:3]=1. The yield is 0.564. (5) The reactants are [Si:1](Cl)([C:4]([CH3:7])([CH3:6])[CH3:5])([CH3:3])[CH3:2].[Br:9][CH2:10][CH2:11][CH2:12][CH2:13][CH2:14][CH2:15][OH:16].N1C=CN=C1. The catalyst is CN(C)C=O.O. The product is [Br:9][CH2:10][CH2:11][CH2:12][CH2:13][CH2:14][CH2:15][O:16][Si:1]([C:4]([CH3:7])([CH3:6])[CH3:5])([CH3:3])[CH3:2]. The yield is 0.980. (6) The reactants are [OH:1][CH2:2][CH2:3][NH:4][CH2:5][CH2:6][CH2:7][C:8]1[CH:15]=[CH:14][C:11]([C:12]#[N:13])=[CH:10][CH:9]=1.C(N(CC)CC)C.[S:23](Cl)([CH3:26])(=[O:25])=[O:24]. The catalyst is C(Cl)Cl. The product is [C:12]([C:11]1[CH:14]=[CH:15][C:8]([CH2:7][CH2:6][CH2:5][N:4]([S:23]([CH3:26])(=[O:25])=[O:24])[CH2:3][CH2:2][O:1][S:23]([CH3:26])(=[O:25])=[O:24])=[CH:9][CH:10]=1)#[N:13]. The yield is 0.620.